This data is from Tox21: 12 toxicity assays (nuclear receptors and stress response pathways). The task is: Binary classification across 12 toxicity assays. (1) The compound is Oc1ccc(Cl)c2cccnc12. It tested positive (active) for: NR-AhR (Aryl hydrocarbon Receptor agonist activity), SR-ARE (Antioxidant Response Element (oxidative stress)), SR-HSE (Heat Shock Element response), and SR-MMP (Mitochondrial Membrane Potential disruption). (2) The drug is Cc1cc(CCN2CCN(c3nsc4ccccc34)CC2)cc2c1NC(=O)CC2(C)C. It tested positive (active) for: SR-ARE (Antioxidant Response Element (oxidative stress)), and SR-HSE (Heat Shock Element response). (3) The molecule is CCS(=O)(=O)CCn1c([N+](=O)[O-])cnc1C. It tested positive (active) for: NR-ER (Estrogen Receptor agonist activity), and NR-ER-LBD (Estrogen Receptor Ligand Binding Domain agonist).